From a dataset of NCI-60 drug combinations with 297,098 pairs across 59 cell lines. Regression. Given two drug SMILES strings and cell line genomic features, predict the synergy score measuring deviation from expected non-interaction effect. (1) Drug 1: C1=NC2=C(N1)C(=S)N=C(N2)N. Drug 2: C(CCl)NC(=O)N(CCCl)N=O. Cell line: SF-295. Synergy scores: CSS=36.5, Synergy_ZIP=-0.0820, Synergy_Bliss=0.119, Synergy_Loewe=-10.8, Synergy_HSA=1.42. (2) Drug 1: CCC1(CC2CC(C3=C(CCN(C2)C1)C4=CC=CC=C4N3)(C5=C(C=C6C(=C5)C78CCN9C7C(C=CC9)(C(C(C8N6C)(C(=O)OC)O)OC(=O)C)CC)OC)C(=O)OC)O.OS(=O)(=O)O. Drug 2: C1CN(P(=O)(OC1)NCCCl)CCCl. Cell line: RPMI-8226. Synergy scores: CSS=-0.255, Synergy_ZIP=-1.96, Synergy_Bliss=-6.14, Synergy_Loewe=-19.0, Synergy_HSA=-6.44. (3) Drug 1: CS(=O)(=O)OCCCCOS(=O)(=O)C. Drug 2: C(CCl)NC(=O)N(CCCl)N=O. Cell line: UACC-257. Synergy scores: CSS=8.50, Synergy_ZIP=-2.48, Synergy_Bliss=-0.488, Synergy_Loewe=-0.650, Synergy_HSA=0.519.